This data is from Forward reaction prediction with 1.9M reactions from USPTO patents (1976-2016). The task is: Predict the product of the given reaction. Given the reactants [Cl:1][C:2]1[CH:13]=[CH:12][C:5]([CH:6]=[C:7]([C:10]#[N:11])[C:8]#[N:9])=[CH:4][CH:3]=1.[CH:14]([Mg]Br)([CH3:16])[CH3:15].Cl, predict the reaction product. The product is: [Cl:1][C:2]1[CH:3]=[CH:4][C:5]([CH:6]([CH:7]([C:8]#[N:9])[C:10]#[N:11])[CH:14]([CH3:16])[CH3:15])=[CH:12][CH:13]=1.